Dataset: Full USPTO retrosynthesis dataset with 1.9M reactions from patents (1976-2016). Task: Predict the reactants needed to synthesize the given product. (1) Given the product [F:34][C:35]([F:40])([F:39])[C:36]([OH:38])=[O:37].[C@H:12]12[CH2:14][C@H:9]([NH:8][CH2:13]1)[CH2:10][N:11]2[CH2:15][CH2:16][O:17][C:18]1[CH:19]=[CH:20][C:21]([O:24][C:25]2[S:26][C:27]3[CH:33]=[CH:32][CH:31]=[CH:30][C:28]=3[N:29]=2)=[CH:22][CH:23]=1, predict the reactants needed to synthesize it. The reactants are: C(OC([N:8]1[CH2:13][C@@H:12]2[CH2:14][C@H:9]1[CH2:10][N:11]2[CH2:15][CH2:16][O:17][C:18]1[CH:23]=[CH:22][C:21]([O:24][C:25]2[S:26][C:27]3[CH:33]=[CH:32][CH:31]=[CH:30][C:28]=3[N:29]=2)=[CH:20][CH:19]=1)=O)(C)(C)C.[F:34][C:35]([F:40])([F:39])[C:36]([OH:38])=[O:37]. (2) Given the product [F:30][C:27]1[CH:26]=[CH:25][C:24]([C:16]2[C:15]([C:13]3[N:12]=[CH:11][N:10]([C:7]4[CH:8]=[CH:9][C:4]([C:3]([NH:35][CH2:34][C:33]([F:37])([F:36])[F:32])=[O:31])=[CH:5][CH:6]=4)[CH:14]=3)=[C:19]([C:20]([F:23])([F:21])[F:22])[O:18][N:17]=2)=[CH:29][CH:28]=1, predict the reactants needed to synthesize it. The reactants are: CO[C:3](=[O:31])[C:4]1[CH:9]=[CH:8][C:7]([N:10]2[CH:14]=[C:13]([C:15]3[C:16]([C:24]4[CH:29]=[CH:28][C:27]([F:30])=[CH:26][CH:25]=4)=[N:17][O:18][C:19]=3[C:20]([F:23])([F:22])[F:21])[N:12]=[CH:11]2)=[CH:6][CH:5]=1.[F:32][C:33]([F:37])([F:36])[CH2:34][NH2:35].